This data is from Forward reaction prediction with 1.9M reactions from USPTO patents (1976-2016). The task is: Predict the product of the given reaction. (1) Given the reactants [CH:1]([S:14][CH2:15][C:16]([OH:18])=O)([C:8]1[CH:13]=[CH:12][CH:11]=[CH:10][CH:9]=1)[C:2]1[CH:7]=[CH:6][CH:5]=[CH:4][CH:3]=1.[C:19]1([CH2:25][CH2:26][CH2:27][NH2:28])[CH:24]=[CH:23][CH:22]=[CH:21][CH:20]=1, predict the reaction product. The product is: [CH:1]([S:14][CH2:15][C:16]([NH:28][CH2:27][CH2:26][CH2:25][C:19]1[CH:24]=[CH:23][CH:22]=[CH:21][CH:20]=1)=[O:18])([C:2]1[CH:3]=[CH:4][CH:5]=[CH:6][CH:7]=1)[C:8]1[CH:9]=[CH:10][CH:11]=[CH:12][CH:13]=1. (2) Given the reactants [Cl:1][C:2]1[CH:3]=[C:4]([CH:10]=O)[C:5]([O:8][CH3:9])=[N:6][CH:7]=1.[F:12][C:13]1[CH:18]=[CH:17][CH:16]=[CH:15][C:14]=1/[CH:19]=[CH:20]/[CH:21]1[CH2:26][CH2:25][NH:24][CH2:23][CH2:22]1.C(O)(=O)C.C(O[BH-](OC(=O)C)OC(=O)C)(=O)C.[Na+], predict the reaction product. The product is: [Cl:1][C:2]1[CH:3]=[C:4]([CH2:10][N:24]2[CH2:25][CH2:26][CH:21](/[CH:20]=[CH:19]/[C:14]3[CH:15]=[CH:16][CH:17]=[CH:18][C:13]=3[F:12])[CH2:22][CH2:23]2)[C:5]([O:8][CH3:9])=[N:6][CH:7]=1. (3) The product is: [C:42]12([NH:52][C:18]([C:11]3[N:10]=[C:9]([CH2:8][CH2:7][N:1]4[CH2:2][CH2:3][O:4][CH2:5][CH2:6]4)[N:13]4[CH:14]=[CH:15][CH:16]=[CH:17][C:12]=34)=[O:20])[CH2:49][CH:48]3[CH2:47][CH:46]([CH2:45][CH:44]([CH2:50]3)[CH2:43]1)[CH2:51]2. Given the reactants [N:1]1([CH2:7][CH2:8][C:9]2[N:13]3[CH:14]=[CH:15][CH:16]=[CH:17][C:12]3=[C:11]([C:18]([OH:20])=O)[N:10]=2)[CH2:6][CH2:5][O:4][CH2:3][CH2:2]1.C(Cl)CCl.C1C=CC2N(O)N=NC=2C=1.CCN(CC)CC.[C:42]12([NH2:52])[CH2:51][CH:46]3[CH2:47][CH:48]([CH2:50][CH:44]([CH2:45]3)[CH2:43]1)[CH2:49]2, predict the reaction product. (4) Given the reactants [CH3:1][C:2]1[C:3]([C:14]2[N:15]=[CH:16][N:17]([CH3:19])[CH:18]=2)=[N:4][N:5]([C:8]2[CH:13]=[CH:12][CH:11]=[CH:10][CH:9]=2)[C:6]=1[NH2:7].[OH-].[Na+].[C:22]1([O:28]C(Cl)=O)C=CC=CC=1.Cl.Cl.[F:34][C:35]1[CH:36]=[C:37]([C@@H:42]2[CH2:46][N:45]([CH2:47][CH2:48][O:49][CH3:50])[CH2:44][C@H:43]2[NH2:51])[CH:38]=[CH:39][C:40]=1[F:41].CCN(C(C)C)C(C)C, predict the reaction product. The product is: [F:34][C:35]1[CH:36]=[C:37]([C@@H:42]2[CH2:46][N:45]([CH2:47][CH2:48][O:49][CH3:50])[CH2:44][C@H:43]2[NH:51][C:22]([NH:7][C:6]2[N:5]([C:8]3[CH:9]=[CH:10][CH:11]=[CH:12][CH:13]=3)[N:4]=[C:3]([C:14]3[N:15]=[CH:16][N:17]([CH3:19])[CH:18]=3)[C:2]=2[CH3:1])=[O:28])[CH:38]=[CH:39][C:40]=1[F:41].